From a dataset of Full USPTO retrosynthesis dataset with 1.9M reactions from patents (1976-2016). Predict the reactants needed to synthesize the given product. (1) Given the product [Si:22]([O:12][CH2:11][CH2:10][C:7]1[CH:6]=[CH:5][C:4]([N+:1]([O-:3])=[O:2])=[CH:9][N:8]=1)([C:19]([CH3:21])([CH3:20])[CH3:18])([CH3:24])[CH3:23], predict the reactants needed to synthesize it. The reactants are: [N+:1]([C:4]1[CH:5]=[CH:6][C:7]([CH2:10][CH2:11][OH:12])=[N:8][CH:9]=1)([O-:3])=[O:2].N1C=CN=C1.[CH3:18][C:19]([Si:22](Cl)([CH3:24])[CH3:23])([CH3:21])[CH3:20]. (2) Given the product [C:20]([CH2:19][CH:18]1[O:17][B:16]([OH:25])[C:15]2[CH:26]=[C:11]([O:10][C:7]3[S:8][CH:9]=[C:5]([C:3]([OH:4])=[O:2])[N:6]=3)[CH:12]=[C:13]([CH3:27])[C:14]1=2)([OH:22])=[O:21], predict the reactants needed to synthesize it. The reactants are: C[O:2][C:3]([C:5]1[N:6]=[C:7]([O:10][C:11]2[CH:12]=[C:13]([CH3:27])[C:14]3[CH:18]([CH2:19][C:20]([O:22]CC)=[O:21])[O:17][B:16]([OH:25])[C:15]=3[CH:26]=2)[S:8][CH:9]=1)=[O:4].[Li+].[OH-]. (3) Given the product [CH2:1]([N:8]1[C:15](=[O:16])[CH:14]2[CH:10]([CH:13]2[C:17]([O:19][CH2:20][CH3:21])=[O:18])[C:9]1=[O:22])[C:2]1[CH:7]=[CH:6][CH:5]=[CH:4][CH:3]=1, predict the reactants needed to synthesize it. The reactants are: [CH2:1]([N:8]1[C:15](=[O:16])[CH:14]2[CH:10](NN=[C:13]2[C:17]([O:19][CH2:20][CH3:21])=[O:18])[C:9]1=[O:22])[C:2]1[CH:7]=[CH:6][CH:5]=[CH:4][CH:3]=1. (4) Given the product [NH2:1][C:2]1[N:7]=[C:6]([CH2:8][O:9]/[N:10]=[C:11](/[C:16]2[CH:21]=[CH:20][CH:19]=[CH:18][CH:17]=2)\[C:12]2[NH:13][C:27](=[O:28])[O:15][N:14]=2)[CH:5]=[CH:4][CH:3]=1, predict the reactants needed to synthesize it. The reactants are: [NH2:1][C:2]1[N:7]=[C:6]([CH2:8][O:9]/[N:10]=[C:11](/[C:16]2[CH:21]=[CH:20][CH:19]=[CH:18][CH:17]=2)\[C:12](=[N:14]\[OH:15])\[NH2:13])[CH:5]=[CH:4][CH:3]=1.C1N=CN([C:27](N2C=NC=C2)=[O:28])C=1. (5) Given the product [OH:1][C:2]1[CH:9]=[CH:8][CH:7]=[CH:6][C:3]=1/[CH:4]=[N:11]/[OH:10], predict the reactants needed to synthesize it. The reactants are: [OH:1][C:2]1[CH:9]=[CH:8][CH:7]=[CH:6][C:3]=1[CH:4]=O.[OH-:10].[NH4+:11].Cl.C(N(CC)CC)C.CCOC(C)=O.